This data is from NCI-60 drug combinations with 297,098 pairs across 59 cell lines. The task is: Regression. Given two drug SMILES strings and cell line genomic features, predict the synergy score measuring deviation from expected non-interaction effect. (1) Drug 1: CC1=CC2C(CCC3(C2CCC3(C(=O)C)OC(=O)C)C)C4(C1=CC(=O)CC4)C. Drug 2: CN(C(=O)NC(C=O)C(C(C(CO)O)O)O)N=O. Cell line: NCI-H226. Synergy scores: CSS=-2.31, Synergy_ZIP=2.31, Synergy_Bliss=1.26, Synergy_Loewe=-4.68, Synergy_HSA=-4.48. (2) Drug 1: CN(CC1=CN=C2C(=N1)C(=NC(=N2)N)N)C3=CC=C(C=C3)C(=O)NC(CCC(=O)O)C(=O)O. Drug 2: CS(=O)(=O)OCCCCOS(=O)(=O)C. Cell line: OVCAR-4. Synergy scores: CSS=45.2, Synergy_ZIP=4.92, Synergy_Bliss=4.57, Synergy_Loewe=-47.5, Synergy_HSA=-0.290. (3) Drug 2: C#CCC(CC1=CN=C2C(=N1)C(=NC(=N2)N)N)C3=CC=C(C=C3)C(=O)NC(CCC(=O)O)C(=O)O. Synergy scores: CSS=44.9, Synergy_ZIP=0.561, Synergy_Bliss=0.461, Synergy_Loewe=1.93, Synergy_HSA=2.02. Cell line: U251. Drug 1: COC1=CC(=CC(=C1O)OC)C2C3C(COC3=O)C(C4=CC5=C(C=C24)OCO5)OC6C(C(C7C(O6)COC(O7)C8=CC=CS8)O)O. (4) Drug 1: C1=CC(=CC=C1CCC2=CNC3=C2C(=O)NC(=N3)N)C(=O)NC(CCC(=O)O)C(=O)O. Drug 2: C#CCC(CC1=CN=C2C(=N1)C(=NC(=N2)N)N)C3=CC=C(C=C3)C(=O)NC(CCC(=O)O)C(=O)O. Cell line: SR. Synergy scores: CSS=2.08, Synergy_ZIP=-23.0, Synergy_Bliss=-50.3, Synergy_Loewe=-46.5, Synergy_HSA=-46.1. (5) Drug 1: CC12CCC3C(C1CCC2=O)CC(=C)C4=CC(=O)C=CC34C. Drug 2: CC1=C(N=C(N=C1N)C(CC(=O)N)NCC(C(=O)N)N)C(=O)NC(C(C2=CN=CN2)OC3C(C(C(C(O3)CO)O)O)OC4C(C(C(C(O4)CO)O)OC(=O)N)O)C(=O)NC(C)C(C(C)C(=O)NC(C(C)O)C(=O)NCCC5=NC(=CS5)C6=NC(=CS6)C(=O)NCCC[S+](C)C)O. Cell line: NCIH23. Synergy scores: CSS=39.4, Synergy_ZIP=0.125, Synergy_Bliss=0.189, Synergy_Loewe=-2.40, Synergy_HSA=3.01. (6) Drug 1: C1CCN(CC1)CCOC2=CC=C(C=C2)C(=O)C3=C(SC4=C3C=CC(=C4)O)C5=CC=C(C=C5)O. Cell line: HS 578T. Synergy scores: CSS=-3.51, Synergy_ZIP=-0.674, Synergy_Bliss=7.06, Synergy_Loewe=-3.12, Synergy_HSA=-2.05. Drug 2: CNC(=O)C1=NC=CC(=C1)OC2=CC=C(C=C2)NC(=O)NC3=CC(=C(C=C3)Cl)C(F)(F)F.